This data is from Ames mutagenicity test results for genotoxicity prediction. The task is: Regression/Classification. Given a drug SMILES string, predict its toxicity properties. Task type varies by dataset: regression for continuous values (e.g., LD50, hERG inhibition percentage) or binary classification for toxic/non-toxic outcomes (e.g., AMES mutagenicity, cardiotoxicity, hepatotoxicity). Dataset: ames. (1) The compound is Cc1ccc(O)cc1. The result is 0 (non-mutagenic). (2) The compound is O=Nc1ccc2c(c1)Cc1ccccc1-2. The result is 1 (mutagenic). (3) The compound is O=[N+]([O-])c1cccc(S(=O)(=O)OCC2CO2)c1. The result is 1 (mutagenic). (4) The molecule is COc1ccc(S(=O)(=O)n2ncc(Cl)c(Cl)c2=O)cc1. The result is 0 (non-mutagenic). (5) The drug is OC1c2cccnc2C2OC2C1O. The result is 0 (non-mutagenic). (6) The drug is C#C[C@]1(OC(C)=O)CC[C@H]2[C@@H]3CCC4=CC(=O)CC[C@@H]4[C@H]3CC[C@@]21C. The result is 0 (non-mutagenic). (7) The drug is CCOC(=O)CC(C)=O. The result is 0 (non-mutagenic). (8) The molecule is Cc1ncc2c(n1)CCC2. The result is 0 (non-mutagenic). (9) The compound is O=C(Nc1ccccc1)Nc1ccccc1. The result is 0 (non-mutagenic).